Dataset: Cav3 T-type calcium channel HTS with 100,875 compounds. Task: Binary Classification. Given a drug SMILES string, predict its activity (active/inactive) in a high-throughput screening assay against a specified biological target. (1) The molecule is O=C1N(C(=O)C2C1C1CC2C=C1)CCNC(=O)Nc1ccccc1. The result is 0 (inactive). (2) The molecule is O=C(c1c(n(c(c1C(=O)C)C)c1ccc(NC(=O)C)cc1)C)C. The result is 0 (inactive). (3) The compound is S(c1n(c(nn1)CNC(=O)c1cc(OC)c(OC)cc1)C)CC(=O)c1ccc(OC)cc1. The result is 0 (inactive). (4) The drug is Brc1c(NC(=O)CSc2n(c(nn2)CNC(=O)c2occc2)CC)cc(c(c1)C)C. The result is 0 (inactive).